Dataset: NCI-60 drug combinations with 297,098 pairs across 59 cell lines. Task: Regression. Given two drug SMILES strings and cell line genomic features, predict the synergy score measuring deviation from expected non-interaction effect. Drug 1: C1=CC(=CC=C1CC(C(=O)O)N)N(CCCl)CCCl.Cl. Drug 2: CC1=CC=C(C=C1)C2=CC(=NN2C3=CC=C(C=C3)S(=O)(=O)N)C(F)(F)F. Cell line: OVCAR-5. Synergy scores: CSS=6.06, Synergy_ZIP=-0.174, Synergy_Bliss=3.44, Synergy_Loewe=-0.350, Synergy_HSA=-0.0123.